This data is from Full USPTO retrosynthesis dataset with 1.9M reactions from patents (1976-2016). The task is: Predict the reactants needed to synthesize the given product. (1) Given the product [F:1][C:2]1[CH:21]=[CH:20][C:5]2[C:6]([C:9]3[CH:14]=[CH:13][C:12]([O:15][CH2:16][C@H:17]([OH:18])[CH2:19][N:31]4[CH2:32][CH2:33][CH:28]([C:22]5[CH:27]=[CH:26][CH:25]=[CH:24][CH:23]=5)[CH2:29][CH2:30]4)=[CH:11][CH:10]=3)=[N:7][O:8][C:4]=2[CH:3]=1, predict the reactants needed to synthesize it. The reactants are: [F:1][C:2]1[CH:21]=[CH:20][C:5]2[C:6]([C:9]3[CH:14]=[CH:13][C:12]([O:15][CH2:16][C@H:17]4[CH2:19][O:18]4)=[CH:11][CH:10]=3)=[N:7][O:8][C:4]=2[CH:3]=1.[C:22]1([CH:28]2[CH2:33][CH2:32][NH:31][CH2:30][CH2:29]2)[CH:27]=[CH:26][CH:25]=[CH:24][CH:23]=1. (2) The reactants are: [CH2:1]([O:3][C:4](=[O:18])[CH2:5][NH:6][CH2:7][C:8]1[CH:13]=[C:12]([Cl:14])[CH:11]=[CH:10][C:9]=1[N+:15]([O-:17])=[O:16])[CH3:2].[C:19](O[C:19]([O:21][C:22]([CH3:25])([CH3:24])[CH3:23])=[O:20])([O:21][C:22]([CH3:25])([CH3:24])[CH3:23])=[O:20]. Given the product [CH2:1]([O:3][C:4](=[O:18])[CH2:5][N:6]([C:19]([O:21][C:22]([CH3:25])([CH3:24])[CH3:23])=[O:20])[CH2:7][C:8]1[CH:13]=[C:12]([Cl:14])[CH:11]=[CH:10][C:9]=1[N+:15]([O-:17])=[O:16])[CH3:2], predict the reactants needed to synthesize it. (3) Given the product [O:1]1[C:10]2[C:5](=[CH:6][CH:7]=[CH:8][CH:9]=2)[CH:4]([CH2:11][NH:12][C:19]2[CH:20]=[N:21][CH:22]=[CH:14][C:15]=2[C:16]([OH:18])=[O:17])[CH2:3][CH2:2]1, predict the reactants needed to synthesize it. The reactants are: [O:1]1[C:10]2[C:5](=[CH:6][CH:7]=[CH:8][CH:9]=2)[CH:4]([CH2:11][NH2:12])[CH2:3][CH2:2]1.F[C:14]1[CH:22]=[N:21][CH:20]=[CH:19][C:15]=1[C:16]([OH:18])=[O:17]. (4) Given the product [Cl:22][CH2:12][C:10]1[N:11]=[C:4]2[N:3]=[C:2]([CH3:1])[CH:7]=[C:6]([CH3:8])[N:5]2[N:9]=1, predict the reactants needed to synthesize it. The reactants are: [CH3:1][C:2]1[CH:7]=[C:6]([CH3:8])[N:5]2[N:9]=[C:10]([CH2:12]O)[N:11]=[C:4]2[N:3]=1.N1C=CC=CC=1.S(Cl)([Cl:22])=O. (5) Given the product [CH:31]1[C:44]2[C:35](=[N:36][C:37]3[C:42]([C:43]=2[NH:45][C:46]2[CH:51]=[C:50]([NH:52][C:5]([C:4]4[CH:8]=[C:9]([NH:14][C:15]([N:17]5[CH2:18][CH2:19][N:20]([C:23]6[CH:28]=[C:27]([Cl:29])[CH:26]=[C:25]([Cl:30])[CH:24]=6)[CH2:21][CH2:22]5)=[O:16])[C:10]([O:12][CH3:13])=[N:11][C:3]=4[CH2:1][CH3:2])=[O:6])[CH:49]=[C:48]([CH2:53][OH:54])[CH:47]=2)=[CH:41][CH:40]=[CH:39][CH:38]=3)[CH:34]=[CH:33][CH:32]=1, predict the reactants needed to synthesize it. The reactants are: [CH2:1]([C:3]1[N:11]=[C:10]([O:12][CH3:13])[C:9]([NH:14][C:15]([N:17]2[CH2:22][CH2:21][N:20]([C:23]3[CH:28]=[C:27]([Cl:29])[CH:26]=[C:25]([Cl:30])[CH:24]=3)[CH2:19][CH2:18]2)=[O:16])=[CH:8][C:4]=1[C:5](O)=[O:6])[CH3:2].[CH:31]1[C:44]2[C:35](=[N:36][C:37]3[C:42]([C:43]=2[NH:45][C:46]2[CH:47]=[C:48]([CH2:53][OH:54])[CH:49]=[C:50]([NH2:52])[CH:51]=2)=[CH:41][CH:40]=[CH:39][CH:38]=3)[CH:34]=[CH:33][CH:32]=1. (6) Given the product [CH3:12][O:13][N:14]=[C:2]([C:4]1[CH:9]=[CH:8][C:7]([NH2:10])=[CH:6][CH:5]=1)[CH3:1], predict the reactants needed to synthesize it. The reactants are: [CH3:1][C:2]([C:4]1[CH:9]=[CH:8][C:7]([NH2:10])=[CH:6][CH:5]=1)=O.Cl.[CH3:12][O:13][NH2:14].Cl. (7) Given the product [Br:1][C:2]1[C:3]([NH2:13])=[N:4][CH:5]=[C:6]([CH:8]2[CH2:12][CH2:11][N:10]([S:24]([CH3:23])(=[O:26])=[O:25])[CH2:9]2)[CH:7]=1, predict the reactants needed to synthesize it. The reactants are: [Br:1][C:2]1[C:3]([NH2:13])=[N:4][CH:5]=[C:6]([CH:8]2[CH2:12][CH2:11][NH:10][CH2:9]2)[CH:7]=1.CCN(C(C)C)C(C)C.[CH3:23][S:24](Cl)(=[O:26])=[O:25]. (8) Given the product [C@@H:19]1([N:21]2[C:30]3[N:29]=[CH:28][N:27]=[C:1]([OH:3])[C:24]=3[N:23]=[CH:22]2)[O:20][C@H:16]([CH2:15][OH:33])[C@@H:17]([OH:32])[C@H:18]1[OH:31].[NH:49]1[C:47](=[O:2])[C:46]2[NH:45][CH:44]=[N:43][C:52]=2[N:51]=[CH:50]1, predict the reactants needed to synthesize it. The reactants are: [C:1](=[O:3])=[O:2].C1([CH:15]([OH:33])[C@H:16]2[O:20][C@@H:19]([N:21]3[C:30]4[N:29]=[CH:28][N:27]=C(N)[C:24]=4[N:23]=[CH:22]3)[C@H:18]([OH:31])[C@@H:17]2[OH:32])O[C@H](CO)[C@@H](O)[C@H](O)[C@H]1O.[C@@H]1([N:43]2[C:52]3[N:51]=[CH:50][N:49]=[C:47](N)[C:46]=3[N:45]=[CH:44]2)O[C@H](CO)[C@@H](O)[C@H]1O.